This data is from Forward reaction prediction with 1.9M reactions from USPTO patents (1976-2016). The task is: Predict the product of the given reaction. (1) Given the reactants C([Li])[CH2:2][CH2:3][CH3:4].C[Si](N[Si](C)(C)C)(C)C.[C:15]1([C:37]2[CH:42]=[CH:41][CH:40]=[CH:39][CH:38]=2)[CH:20]=[CH:19][C:18]([CH2:21][C@H:22]2[N:26]([CH2:27]C3C=CC(OC)=CC=3)[C:25](=O)[CH2:24][CH2:23]2)=[CH:17][CH:16]=1.[C:43](Cl)(=O)C1C=CC=CC=1.[CH2:52]=[O:53].C([O-])([O-])=O.[K+].[K+].[OH2:60].[OH-:61].[Li+].P(=O)(O)(O)O.[Cl-].[Na+].[OH2:70], predict the reaction product. The product is: [C:15]1([C:37]2[CH:38]=[CH:39][CH:40]=[CH:41][CH:42]=2)[CH:16]=[CH:17][C:18]([CH2:21][C@@H:22]([NH:26][C:27]([O:70][C:3]([CH3:2])([CH3:4])[CH3:43])=[O:61])[CH2:23][C:24](=[CH2:25])[C:52]([OH:60])=[O:53])=[CH:19][CH:20]=1. (2) Given the reactants [Cl:1][C:2]1[CH:3]=[N:4][CH:5]=[C:6]([Cl:15])[C:7]=1[N:8]1[CH2:12][CH2:11][CH:10]([C:13]#[N:14])[CH2:9]1.[OH-:16].[Na+], predict the reaction product. The product is: [Cl:1][C:2]1[CH:3]=[N:4][CH:5]=[C:6]([Cl:15])[C:7]=1[N:8]1[CH2:12][CH2:11][CH:10]([C:13]([NH2:14])=[O:16])[CH2:9]1. (3) Given the reactants O1CCCC1.[F:6][C:7]1[CH:8]=[C:9]([CH:21]2[CH2:23][CH:22]2[C:24]([O:26]CC)=[O:25])[CH:10]=[C:11]([F:20])[C:12]=1[C:13]([CH3:19])([CH3:18])[C:14]([F:17])([F:16])[F:15].C([Sn](CCCC)(CCCC)CCCC)=C.[OH-].[Na+], predict the reaction product. The product is: [F:6][C:7]1[CH:8]=[C:9]([CH:21]2[CH2:23][CH:22]2[C:24]([OH:26])=[O:25])[CH:10]=[C:11]([F:20])[C:12]=1[C:13]([CH3:19])([CH3:18])[C:14]([F:17])([F:15])[F:16]. (4) Given the reactants [OH:1][C:2]1[C:19]2[CH2:18][C@@:17]([OH:24])([C:20](=[O:23])[CH2:21][OH:22])[CH2:16][C@H:15]([O:25][C@@H:26]3[O:40][C@@H:39]([CH3:41])[C@H:29]4[O:30][C@H:31]5[N:36]([C@H:28]4[CH2:27]3)[CH2:35][CH2:34][O:33][C@@H:32]5[O:37][CH3:38])[C:14]=2[C:13]([OH:42])=[C:12]2[C:3]=1[C:4](=[O:46])[C:5]1[CH:6]=[CH:7][CH:8]=[C:9]([O:44][CH3:45])[C:10]=1[C:11]2=[O:43].[O:47]1[CH:52]=[CH:51][CH2:50][CH2:49][CH:48]1[CH2:53][O:54][CH2:55][C:56]([O:58][CH2:59][CH3:60])=[O:57].C1(C)C=CC(S(O)(=O)=O)=CC=1.C(=O)(O)[O-].[Na+], predict the reaction product. The product is: [CH2:59]([O:58][C:56](=[O:57])[CH2:55][O:54][CH2:53][CH:48]1[CH2:49][CH2:50][CH2:51][CH:52]([O:22][CH2:21][C:20](=[O:23])[C@@:17]2([OH:24])[CH2:16][C@H:15]([O:25][C@@H:26]3[O:40][C@@H:39]([CH3:41])[C@H:29]4[O:30][C@H:31]5[N:36]([C@H:28]4[CH2:27]3)[CH2:35][CH2:34][O:33][C@@H:32]5[O:37][CH3:38])[C:14]3[C:19](=[C:2]([OH:1])[C:3]4[C:4](=[O:46])[C:5]5[C:10]([C:11](=[O:43])[C:12]=4[C:13]=3[OH:42])=[C:9]([O:44][CH3:45])[CH:8]=[CH:7][CH:6]=5)[CH2:18]2)[O:47]1)[CH3:60]. (5) Given the reactants [CH2:1]=[CH:2][CH2:3][CH2:4][CH3:5].[OH-].[Na+].Br[C:9]1[CH:10]=[C:11]2[C:16](=[C:17]([O:19][CH:20]3[CH2:25][CH2:24][N:23](C(OC(C)(C)C)=O)[CH2:22][CH2:21]3)[CH:18]=1)[N:15]=[CH:14][CH:13]=[CH:12]2, predict the reaction product. The product is: [CH2:1]([C:9]1[CH:10]=[C:11]2[C:16](=[C:17]([O:19][CH:20]3[CH2:21][CH2:22][NH:23][CH2:24][CH2:25]3)[CH:18]=1)[N:15]=[CH:14][CH:13]=[CH:12]2)[CH2:2][CH2:3][CH2:4][CH3:5]. (6) Given the reactants C(O[C:4](=[O:10])[C:5]([O:7][CH2:8][CH3:9])=[O:6])C.[CH2:11]([NH2:13])[CH3:12], predict the reaction product. The product is: [CH2:8]([O:7][C:5](=[O:6])[C:4]([NH:13][CH2:11][CH3:12])=[O:10])[CH3:9].